This data is from Reaction yield outcomes from USPTO patents with 853,638 reactions. The task is: Predict the reaction yield, written as a fraction of the theoretical maximum amount of product (1.0 means a 100% yield; for example, 0.34 means a 34% yield). (1) The reactants are [C:1]1([CH:7]([C:27]2[CH:32]=[CH:31][CH:30]=[CH:29][CH:28]=2)[N:8]2[C:16]3[C:11](=[CH:12][CH:13]=[CH:14][CH:15]=3)[C:10]3([C:20]4[CH:21]=[CH:22][C:23]([OH:25])=[CH:24][C:19]=4[O:18][CH2:17]3)[C:9]2=[O:26])[CH:6]=[CH:5][CH:4]=[CH:3][CH:2]=1.O[C@@H:34]1[CH2:38][CH2:37][N:36]([C:39]([O:41][C:42]([CH3:45])([CH3:44])[CH3:43])=[O:40])[CH2:35]1.C1(P(C2C=CC=CC=2)C2C=CC=CC=2)C=CC=CC=1.N(C(OCC)=O)=NC(OCC)=O. The catalyst is O1CCCC1. The product is [C:27]1([CH:7]([C:1]2[CH:2]=[CH:3][CH:4]=[CH:5][CH:6]=2)[N:8]2[C:16]3[C:11](=[CH:12][CH:13]=[CH:14][CH:15]=3)[C:10]3([C:20]4[CH:21]=[CH:22][C:23]([O:25][C@H:38]5[CH2:34][CH2:35][N:36]([C:39]([O:41][C:42]([CH3:45])([CH3:44])[CH3:43])=[O:40])[CH2:37]5)=[CH:24][C:19]=4[O:18][CH2:17]3)[C:9]2=[O:26])[CH:32]=[CH:31][CH:30]=[CH:29][CH:28]=1. The yield is 0.830. (2) The reactants are [BH4-].[Na+].[CH2:3]([N:10]1[CH2:15][CH:14]=[C:13]([C:16]2[CH:21]=[CH:20][C:19]([Br:22])=[CH:18][CH:17]=2)[CH2:12][CH2:11]1)[C:4]1[CH:9]=[CH:8][CH:7]=[CH:6][CH:5]=1.B(F)(F)F.CC[O:29]CC.[OH-].[K+].OO. The catalyst is C(COC)OC.O.C(Cl)Cl. The product is [CH2:3]([N:10]1[CH2:11][CH2:12][CH:13]([C:16]2[CH:17]=[CH:18][C:19]([Br:22])=[CH:20][CH:21]=2)[CH:14]([OH:29])[CH2:15]1)[C:4]1[CH:5]=[CH:6][CH:7]=[CH:8][CH:9]=1. The yield is 0.570. (3) The reactants are [F:1][C:2]1([F:13])[C:10]2[C:5](=[N:6][CH:7]=[C:8]([F:11])[CH:9]=2)[NH:4][C:3]1=[O:12].[C:14]([O:18][C:19](=[O:26])[NH:20][C@H:21]1[CH2:24][C@@H:23](O)[CH2:22]1)([CH3:17])([CH3:16])[CH3:15].C1(P(C2C=CC=CC=2)C2C=CC=CC=2)C=CC=CC=1.N(C(OC(C)C)=O)=NC(OC(C)C)=O. The catalyst is C1COCC1.C([O-])(O)=O.[Na+]. The product is [C:14]([O:18][C:19](=[O:26])[NH:20][C@H:21]1[CH2:22][C@H:23]([N:4]2[C:5]3=[N:6][CH:7]=[C:8]([F:11])[CH:9]=[C:10]3[C:2]([F:1])([F:13])[C:3]2=[O:12])[CH2:24]1)([CH3:17])([CH3:15])[CH3:16]. The yield is 0.512. (4) The reactants are [Cl-].O[NH3+:3].[C:4](=[O:7])([O-])[OH:5].[Na+].CS(C)=O.[CH2:13]([C:17]1[N:18]([CH2:32][C:33]2[CH:38]=[CH:37][C:36]([C:39]3[C:40]([C:45]#[N:46])=[CH:41][CH:42]=[CH:43][CH:44]=3)=[CH:35][C:34]=2[F:47])[C:19](=[O:31])[C:20]([C:24]2[CH:29]=[CH:28][C:27]([F:30])=[CH:26][CH:25]=2)=[C:21]([CH3:23])[N:22]=1)[CH2:14][CH2:15][CH3:16]. The catalyst is O. The product is [CH2:13]([C:17]1[N:18]([CH2:32][C:33]2[CH:38]=[CH:37][C:36]([C:39]3[CH:44]=[CH:43][CH:42]=[CH:41][C:40]=3[C:45]3[NH:3][C:4](=[O:7])[O:5][N:46]=3)=[CH:35][C:34]=2[F:47])[C:19](=[O:31])[C:20]([C:24]2[CH:25]=[CH:26][C:27]([F:30])=[CH:28][CH:29]=2)=[C:21]([CH3:23])[N:22]=1)[CH2:14][CH2:15][CH3:16]. The yield is 0.730. (5) The reactants are [F:1][C:2]1[C:7]([CH3:8])=[CH:6][CH:5]=[CH:4][C:3]=1/[N:9]=[C:10](\[CH2:15][C:16]([O:18]C)=O)/[C:11]([O:13][CH3:14])=[O:12]. The catalyst is CC(N(C)C)=O. The product is [F:1][C:2]1[C:7]([CH3:8])=[CH:6][CH:5]=[C:4]2[C:3]=1[NH:9][C:10]([C:11]([O:13][CH3:14])=[O:12])=[CH:15][C:16]2=[O:18]. The yield is 0.430. (6) The reactants are Cl[C:2]1[C:7]2[CH:8]=[N:9][NH:10][C:6]=2[CH:5]=[CH:4][N:3]=1.P(Cl)(Cl)([Cl:13])=O. No catalyst specified. The product is [Cl:13][C:4]1[N:3]=[CH:2][C:7]2[CH:8]=[N:9][NH:10][C:6]=2[CH:5]=1. The yield is 0.510.